Dataset: Peptide-MHC class II binding affinity with 134,281 pairs from IEDB. Task: Regression. Given a peptide amino acid sequence and an MHC pseudo amino acid sequence, predict their binding affinity value. This is MHC class II binding data. (1) The binding affinity (normalized) is 0.996. The MHC is HLA-DPA10103-DPB10601 with pseudo-sequence HLA-DPA10103-DPB10601. The peptide sequence is EKKYFAATFFEPLAA. (2) The peptide sequence is NSGGGVEGIGLQYLG. The MHC is DRB3_0101 with pseudo-sequence DRB3_0101. The binding affinity (normalized) is 0.156.